Dataset: Forward reaction prediction with 1.9M reactions from USPTO patents (1976-2016). Task: Predict the product of the given reaction. (1) The product is: [CH3:19][SiH:18]([C:20]1[C:21]([S:28][CH3:29])=[C:22]([CH:3]2[C:4]3[C:9](=[CH:8][CH:7]=[CH:6][CH:5]=3)[CH:10]=[C:2]2[CH3:1])[C:23]2[C:27]=1[CH:26]=[CH:25][CH:24]=2)[CH3:17]. Given the reactants [CH3:1][C:2]1[CH2:3][C:4]2[C:9]([CH:10]=1)=[CH:8][CH:7]=[CH:6][CH:5]=2.[Li+].CCC[CH2-].[Cl-].[CH3:17][SiH:18]([C:20]1[C:27]2[C:23]([CH:24]=[CH:25][CH:26]=2)=[CH:22][C:21]=1[S:28][CH3:29])[CH3:19], predict the reaction product. (2) Given the reactants [C:1]1([CH:7]([C:19]2[CH:24]=[CH:23][CH:22]=[CH:21][CH:20]=2)[O:8][CH:9]2[CH2:14][CH2:13][N:12]([CH2:15][CH2:16][CH2:17][NH2:18])[CH2:11][CH2:10]2)[CH:6]=[CH:5][CH:4]=[CH:3][CH:2]=1.Cl[C:26]1[CH:27]=[CH:28][C:29]2[N:30]([CH:32]=[C:33]([C:35]([CH3:42])([CH3:41])[C:36]([O:38][CH2:39][CH3:40])=[O:37])[N:34]=2)[N:31]=1.C(=O)(O)[O-].[Na+].[C:48]([OH:55])(=[O:54])/[CH:49]=[CH:50]/[C:51]([OH:53])=[O:52], predict the reaction product. The product is: [C:48]([OH:55])(=[O:54])/[CH:49]=[CH:50]/[C:51]([OH:53])=[O:52].[C:48]([OH:55])(=[O:54])/[CH:49]=[CH:50]/[C:51]([OH:53])=[O:52].[C:19]1([CH:7]([C:1]2[CH:2]=[CH:3][CH:4]=[CH:5][CH:6]=2)[O:8][CH:9]2[CH2:14][CH2:13][N:12]([CH2:15][CH2:16][CH2:17][NH:18][C:26]3[CH:27]=[CH:28][C:29]4[N:30]([CH:32]=[C:33]([C:35]([CH3:41])([CH3:42])[C:36]([O:38][CH2:39][CH3:40])=[O:37])[N:34]=4)[N:31]=3)[CH2:11][CH2:10]2)[CH:24]=[CH:23][CH:22]=[CH:21][CH:20]=1.